Dataset: Reaction yield outcomes from USPTO patents with 853,638 reactions. Task: Predict the reaction yield, written as a fraction of the theoretical maximum amount of product (1.0 means a 100% yield; for example, 0.34 means a 34% yield). (1) The reactants are Cl.[CH2:2]([N:9]1[C:15](=O)[CH:14]2[NH:17][CH:11]([CH2:12][CH2:13]2)[C:10]1=O)[C:3]1[CH:8]=[CH:7][CH:6]=[CH:5][CH:4]=1.[H-].[H-].[H-].[H-].[Li+].[Al+3].O.[OH-].[Na+]. The catalyst is C1COCC1. The product is [CH2:2]([N:9]1[CH2:15][CH:14]2[NH:17][CH:11]([CH2:12][CH2:13]2)[CH2:10]1)[C:3]1[CH:4]=[CH:5][CH:6]=[CH:7][CH:8]=1. The yield is 0.860. (2) The reactants are Cl.[CH2:2]([O:4][C:5]([C:7]1([NH2:13])[CH2:12][CH2:11][CH2:10][CH2:9][CH2:8]1)=[O:6])[CH3:3].[O:14]1[C:18]2[CH:19]=[CH:20][CH:21]=[CH:22][C:17]=2[CH:16]=[C:15]1[C:23](O)=[O:24]. No catalyst specified. The product is [CH2:2]([O:4][C:5]([C:7]1([NH:13][C:23]([C:15]2[O:14][C:18]3[CH:19]=[CH:20][CH:21]=[CH:22][C:17]=3[CH:16]=2)=[O:24])[CH2:12][CH2:11][CH2:10][CH2:9][CH2:8]1)=[O:6])[CH3:3]. The yield is 0.800. (3) The yield is 0.650. The product is [CH:8]([N:1]1[CH:5]=[CH:4][N:3]=[C:2]1[CH:14]=[O:15])([CH3:9])[CH3:7]. The reactants are [NH:1]1[CH:5]=[CH:4][N:3]=[CH:2]1.[Li][CH2:7][CH2:8][CH2:9]C.CN([CH:14]=[O:15])C. The catalyst is C1COCC1. (4) The reactants are [F:1][C:2]1[CH:38]=[CH:37][C:5]([CH2:6][N:7]2[C:16](=[O:17])[C:15]([C:18]3[NH:23][C:22]4[CH:24]=[CH:25][C:26]([NH:28][S:29]([CH3:32])(=[O:31])=[O:30])=[CH:27][C:21]=4[S:20](=[O:34])(=[O:33])[N:19]=3)=[C:14]([OH:35])[C@H:13]3[C@@H:8]2[C@H:9]2[CH2:36][C@@H:12]3[CH2:11][CH2:10]2)=[CH:4][C:3]=1[CH3:39].[C:40](=O)([O-])[O-].[K+].[K+].IC. The catalyst is CN(C)C=O. The product is [F:1][C:2]1[CH:38]=[CH:37][C:5]([CH2:6][N:7]2[C:16](=[O:17])[C:15]([C:18]3[NH:23][C:22]4[CH:24]=[CH:25][C:26]([N:28]([CH3:40])[S:29]([CH3:32])(=[O:31])=[O:30])=[CH:27][C:21]=4[S:20](=[O:33])(=[O:34])[N:19]=3)=[C:14]([OH:35])[C@H:13]3[C@@H:8]2[C@H:9]2[CH2:36][C@@H:12]3[CH2:11][CH2:10]2)=[CH:4][C:3]=1[CH3:39]. The yield is 0.960. (5) The reactants are [F:1][C:2]1[CH:3]=[C:4]2[C:9](=[CH:10][C:11]=1[F:12])[CH:8]1[O:13][CH:5]2[CH:6]=[CH:7]1.C1C[O:17][CH2:16]C1. The catalyst is CO. The product is [F:12][C:11]1[CH:10]=[C:9]2[C:4](=[CH:3][C:2]=1[F:1])[C@H:5]([OH:13])[C@@H:6]([O:17][CH3:16])[CH:7]=[CH:8]2. The yield is 0.880. (6) The reactants are [CH3:1][N:2](C=O)C.[OH:6][C:7]1[CH:16]=[CH:15][C:10]([C:11]([O:13][CH3:14])=[O:12])=[CH:9][C:8]=1I.CCN(C(C)C)C(C)C.CN.CN(C(ON1N=NC2C=CC=CC1=2)=[N+](C)C)C.F[P-](F)(F)(F)(F)F. The yield is 0.630. No catalyst specified. The product is [C:1]([C:8]1[CH:9]=[C:10]([CH:15]=[CH:16][C:7]=1[OH:6])[C:11]([O:13][CH3:14])=[O:12])#[N:2]. (7) The reactants are [O:1]=[C:2]1[C:8]2[CH:9]=[CH:10][CH:11]=[CH:12][C:7]=2[O:6][C:5]2[S:13][C:14]([C:16]([O:18]C)=[O:17])=[CH:15][C:4]=2[NH:3]1.[OH-].[Na+]. The catalyst is C(O)C.C1COCC1. The product is [O:1]=[C:2]1[C:8]2[CH:9]=[CH:10][CH:11]=[CH:12][C:7]=2[O:6][C:5]2[S:13][C:14]([C:16]([OH:18])=[O:17])=[CH:15][C:4]=2[NH:3]1. The yield is 0.990. (8) The reactants are [CH2:1]([O:8][CH2:9][CH:10]([OH:20])[CH2:11][O:12][CH2:13][C:14]1[CH:19]=[CH:18][CH:17]=[CH:16][CH:15]=1)[C:2]1[CH:7]=[CH:6][CH:5]=[CH:4][CH:3]=1.C(N(CC)CC)C.[C:28](Cl)(=[O:32])[C:29]([CH3:31])=[CH2:30]. The yield is 0.810. The product is [C:28]([O:20][CH:10]([CH2:9][O:8][CH2:1][C:2]1[CH:3]=[CH:4][CH:5]=[CH:6][CH:7]=1)[CH2:11][O:12][CH2:13][C:14]1[CH:19]=[CH:18][CH:17]=[CH:16][CH:15]=1)(=[O:32])[C:29]([CH3:31])=[CH2:30]. The catalyst is ClCCl.